This data is from Catalyst prediction with 721,799 reactions and 888 catalyst types from USPTO. The task is: Predict which catalyst facilitates the given reaction. (1) Reactant: C([O:5]C(=O)[NH:7][C@H:8]1[CH2:13][CH2:12][CH2:11][CH2:10][C@H:9]1[NH:14][C:15]1[N:16]=[N:17][C:18]([C:28](=[O:30])[NH2:29])=[C:19]([NH:21][C:22]2[CH:26]=[CH:25][N:24]([CH3:27])[N:23]=2)[CH:20]=1)(C)(C)C.FC(F)(F)C(O)=O.C(=O)(O)[O-].[Na+]. Product: [NH4+:7].[OH-:5].[NH2:7][C@H:8]1[CH2:13][CH2:12][CH2:11][CH2:10][C@H:9]1[NH:14][C:15]1[N:16]=[N:17][C:18]([C:28]([NH2:29])=[O:30])=[C:19]([NH:21][C:22]2[CH:26]=[CH:25][N:24]([CH3:27])[N:23]=2)[CH:20]=1. The catalyst class is: 4. (2) Reactant: [CH3:1][N:2]1[C:6]([C:7]2[CH:8]=[C:9]([NH:13][C:14](=[O:27])/[CH:15]=[CH:16]/[C:17]3[C:26]4[C:21](=[CH:22][CH:23]=[CH:24][CH:25]=4)[CH:20]=[CH:19][CH:18]=3)[CH:10]=[CH:11][CH:12]=2)=[CH:5][N:4]=[C:3]1[CH3:28]. Product: [CH3:1][N:2]1[C:6]([C:7]2[CH:8]=[C:9]([NH:13][C:14](=[O:27])[CH2:15][CH2:16][C:17]3[C:26]4[C:21](=[CH:22][CH:23]=[CH:24][CH:25]=4)[CH:20]=[CH:19][CH:18]=3)[CH:10]=[CH:11][CH:12]=2)=[CH:5][N:4]=[C:3]1[CH3:28]. The catalyst class is: 19. (3) Reactant: [CH3:1][C:2]1[N:6]([CH:7]([CH3:9])[CH3:8])[C:5]([C:10]2[CH:15]=[CH:14][N:13]=[C:12]([NH:16][CH:17]3[CH2:22][CH2:21][NH:20][CH2:19][CH2:18]3)[N:11]=2)=[CH:4][N:3]=1.[O-:23][C:24]#[N:25].[K+].Cl. Product: [CH3:1][C:2]1[N:6]([CH:7]([CH3:9])[CH3:8])[C:5]([C:10]2[CH:15]=[CH:14][N:13]=[C:12]([NH:16][CH:17]3[CH2:18][CH2:19][N:20]([C:24]([NH2:25])=[O:23])[CH2:21][CH2:22]3)[N:11]=2)=[CH:4][N:3]=1. The catalyst class is: 20. (4) Reactant: [F:1][C:2]1([F:28])[CH2:7][CH2:6][CH:5]([CH2:8][C:9]2[N:13]3[C:14]([CH3:21])=[CH:15][C:16]([C:18]([OH:20])=O)=[CH:17][C:12]3=[N:11][C:10]=2[C:22]([O:25][CH2:26][CH3:27])([CH3:24])[CH3:23])[CH2:4][CH2:3]1.[O:29]1[CH2:34][CH2:33][CH:32]([NH2:35])[CH2:31][CH2:30]1.CCN=C=NCCCN(C)C.Cl.C1C=CC2N(O)N=NC=2C=1.O.C(=O)([O-])O.[Na+]. Product: [F:1][C:2]1([F:28])[CH2:7][CH2:6][CH:5]([CH2:8][C:9]2[N:13]3[C:14]([CH3:21])=[CH:15][C:16]([C:18]([NH:35][CH:32]4[CH2:33][CH2:34][O:29][CH2:30][CH2:31]4)=[O:20])=[CH:17][C:12]3=[N:11][C:10]=2[C:22]([O:25][CH2:26][CH3:27])([CH3:23])[CH3:24])[CH2:4][CH2:3]1. The catalyst class is: 1. (5) Reactant: CC(OI1(OC(C)=O)(OC(C)=O)OC(=O)C2C=CC=CC1=2)=O.[CH3:23][O:24][C:25]1[CH:26]=[C:27]([C:37]#[C:38][CH2:39][CH2:40][CH2:41][CH2:42][OH:43])[CH:28]=[CH:29][C:30]=1[N:31]1[CH:35]=[N:34][C:33]([CH3:36])=[N:32]1.C(=O)([O-])O.[Na+].S([O-])([O-])(=O)=S.[Na+].[Na+]. Product: [CH3:23][O:24][C:25]1[CH:26]=[C:27]([C:37]#[C:38][CH2:39][CH2:40][CH2:41][CH:42]=[O:43])[CH:28]=[CH:29][C:30]=1[N:31]1[CH:35]=[N:34][C:33]([CH3:36])=[N:32]1. The catalyst class is: 10. (6) Reactant: [C:1](Cl)(Cl)=[S:2].[C:5]([C:7]1([NH:12][C:13]2[CH:22]=[CH:21][C:16]([C:17]([NH:19][CH3:20])=[O:18])=[C:15]([F:23])[CH:14]=2)[CH2:11][CH2:10][CH2:9][CH2:8]1)#[N:6].N[C:25]1[CH:26]=[C:27]([CH3:33])[C:28]([C:31]#[N:32])=[N:29][CH:30]=1.Cl.CC(N(C)C)=[O:37]. Product: [C:31]([C:28]1[N:29]=[CH:30][C:25]([N:6]2[C:5](=[O:37])[C:7]3([CH2:8][CH2:9][CH2:10][CH2:11]3)[N:12]([C:13]3[CH:22]=[CH:21][C:16]([C:17]([NH:19][CH3:20])=[O:18])=[C:15]([F:23])[CH:14]=3)[C:1]2=[S:2])=[CH:26][C:27]=1[CH3:33])#[N:32]. The catalyst class is: 72. (7) Reactant: [NH2:1][C@H:2]([C:5]1[CH:10]=[CH:9][CH:8]=[CH:7][CH:6]=1)[CH2:3][OH:4].[CH2:11]([C@@H:18]([CH2:22][CH:23]=[CH2:24])[C:19](O)=[O:20])[C:12]1[CH:17]=[CH:16][CH:15]=[CH:14][CH:13]=1. Product: [CH2:11]([C@@H:18]([CH2:22][CH:23]=[CH2:24])[C:19]([NH:1][C@H:2]([C:5]1[CH:10]=[CH:9][CH:8]=[CH:7][CH:6]=1)[CH2:3][OH:4])=[O:20])[C:12]1[CH:17]=[CH:16][CH:15]=[CH:14][CH:13]=1. The catalyst class is: 2. (8) Reactant: [CH2:1]([O:3][C:4](=[O:23])[CH2:5][CH:6]1[CH2:11][CH2:10][N:9]([C:12]2[C:17]([NH2:18])=[CH:16][CH:15]=[C:14]([S:19]([CH3:22])(=[O:21])=[O:20])[N:13]=2)[CH2:8][CH2:7]1)[CH3:2].C(N(CC)C(C)C)(C)C.[Cl:33][C:34]1[CH:35]=[C:36]([CH:40]=[CH:41][CH:42]=1)[C:37](Cl)=[O:38]. Product: [CH2:1]([O:3][C:4](=[O:23])[CH2:5][CH:6]1[CH2:11][CH2:10][N:9]([C:12]2[C:17]([NH:18][C:37](=[O:38])[C:36]3[CH:40]=[CH:41][CH:42]=[C:34]([Cl:33])[CH:35]=3)=[CH:16][CH:15]=[C:14]([S:19]([CH3:22])(=[O:21])=[O:20])[N:13]=2)[CH2:8][CH2:7]1)[CH3:2]. The catalyst class is: 10.